Dataset: NCI-60 drug combinations with 297,098 pairs across 59 cell lines. Task: Regression. Given two drug SMILES strings and cell line genomic features, predict the synergy score measuring deviation from expected non-interaction effect. Drug 1: C1=C(C(=O)NC(=O)N1)F. Drug 2: C(CCl)NC(=O)N(CCCl)N=O. Cell line: OVCAR-8. Synergy scores: CSS=32.5, Synergy_ZIP=0.391, Synergy_Bliss=0.247, Synergy_Loewe=-4.25, Synergy_HSA=0.403.